This data is from Forward reaction prediction with 1.9M reactions from USPTO patents (1976-2016). The task is: Predict the product of the given reaction. (1) Given the reactants O=C[C@@H]([C@H]([C@@H]([C@@H](CO)O)O)O)O.C(OCCCC)(=O)C.[Cl:21][CH2:22][C:23](=[O:30])[CH2:24][C:25]([O:27][CH2:28][CH3:29])=[O:26].[OH-].[Na+], predict the reaction product. The product is: [Cl:21][CH2:22][C@@H:23]([OH:30])[CH2:24][C:25]([O:27][CH2:28][CH3:29])=[O:26]. (2) Given the reactants C([O:3][C:4]([C:6]1[NH:7][C:8]2[C:13]([CH:14]=1)=[CH:12][C:11](Br)=[CH:10][CH:9]=2)=[O:5])C.[C:16]([C:20]1[CH:25]=[CH:24][C:23](B(O)O)=[CH:22][CH:21]=1)([CH3:19])([CH3:18])[CH3:17].[CH:29]([O:32][C:33]1[CH:38]=[CH:37][C:36](B(O)O)=[CH:35][CH:34]=1)([CH3:31])[CH3:30].Br[C:43]1[CH:44]=[CH:45][C:46]([O:49][CH:50]([CH3:52])[CH3:51])=[N:47][CH:48]=1, predict the reaction product. The product is: [C:16]([C:20]1[CH:25]=[CH:24][C:23]([C:11]2[CH:12]=[C:13]3[C:8](=[CH:9][CH:10]=2)[N:7]([C:43]2[CH:48]=[N:47][C:46]([O:49][CH:50]([CH3:52])[CH3:51])=[CH:45][CH:44]=2)[C:6]([C:4]([OH:3])=[O:5])=[C:14]3[C:36]2[CH:37]=[CH:38][C:33]([O:32][CH:29]([CH3:31])[CH3:30])=[CH:34][CH:35]=2)=[CH:22][CH:21]=1)([CH3:19])([CH3:18])[CH3:17]. (3) Given the reactants CCN(S(F)(F)[F:7])CC.[Si:10]([O:17][CH2:18][C:19]1(O)[CH2:23][N:22]([C:24]([O:26][C:27]([CH3:30])([CH3:29])[CH3:28])=[O:25])[C@H:21]([C:31]([O:33][CH3:34])=[O:32])[CH2:20]1)([C:13]([CH3:16])([CH3:15])[CH3:14])([CH3:12])[CH3:11], predict the reaction product. The product is: [Si:10]([O:17][CH2:18][C:19]1([F:7])[CH2:23][N:22]([C:24]([O:26][C:27]([CH3:30])([CH3:29])[CH3:28])=[O:25])[C@H:21]([C:31]([O:33][CH3:34])=[O:32])[CH2:20]1)([C:13]([CH3:16])([CH3:15])[CH3:14])([CH3:12])[CH3:11]. (4) Given the reactants [S:1]1[C:5]2[CH:6]=[CH:7][CH:8]=[CH:9][C:4]=2[N:3]=[C:2]1[CH2:10][C:11]#[N:12].[CH3:13][N:14]([CH:16](OC)OC)[CH3:15], predict the reaction product. The product is: [S:1]1[C:5]2[CH:6]=[CH:7][CH:8]=[CH:9][C:4]=2[N:3]=[C:2]1/[C:10](=[CH:13]/[N:14]([CH3:16])[CH3:15])/[C:11]#[N:12]. (5) Given the reactants [CH3:1][C:2]1([CH3:14])[C:6]([CH3:8])([CH3:7])[O:5][B:4]([C:9]2[CH:10]=[N:11][NH:12][CH:13]=2)[O:3]1.[CH3:15][C:16]([O:19][C:20](O[C:20]([O:19][C:16]([CH3:18])([CH3:17])[CH3:15])=[O:21])=[O:21])([CH3:18])[CH3:17], predict the reaction product. The product is: [CH3:1][C:2]1([CH3:14])[C:6]([CH3:7])([CH3:8])[O:5][B:4]([C:9]2[CH:13]=[N:12][N:11]([C:20]([O:19][C:16]([CH3:18])([CH3:17])[CH3:15])=[O:21])[CH:10]=2)[O:3]1.